Dataset: Forward reaction prediction with 1.9M reactions from USPTO patents (1976-2016). Task: Predict the product of the given reaction. Given the reactants [Br:1][C:2]1[CH:3]=[N:4][C:5](Cl)=[C:6]([CH:10]=1)[C:7]([OH:9])=[O:8].[C:12]1([N:18]2[C:26]3[C:21](=[CH:22][C:23]([NH2:27])=[CH:24][CH:25]=3)[CH:20]=[CH:19]2)[CH:17]=[CH:16][CH:15]=[CH:14][CH:13]=1.C(OCC)(=O)C.C1CCCCC1, predict the reaction product. The product is: [Br:1][C:2]1[CH:3]=[N:4][C:5]([NH:27][C:23]2[CH:22]=[C:21]3[C:26](=[CH:25][CH:24]=2)[N:18]([C:12]2[CH:17]=[CH:16][CH:15]=[CH:14][CH:13]=2)[CH:19]=[CH:20]3)=[C:6]([CH:10]=1)[C:7]([OH:9])=[O:8].